This data is from Experimentally validated miRNA-target interactions with 360,000+ pairs, plus equal number of negative samples. The task is: Binary Classification. Given a miRNA mature sequence and a target amino acid sequence, predict their likelihood of interaction. (1) The miRNA is hsa-miR-335-5p with sequence UCAAGAGCAAUAACGAAAAAUGU. The protein sequence of the target gene is MGPPSASPHRECIPWQGLLLTASLLNFWNPPTTAKLTIESMPLSVAEGKEVLLLVHNLPQHLFGYSWYKGERVDGNSLIVGYVIGTQQATPGAAYSGRETIYTNASLLIQNVTQNDIGFYTLQVIKSDLVNEEATGQFHVYQENAPGLPVGAVAGIVTGVLVGVALVAALVCFLLLAKTGRTSIQRDLKEQQPQALAPGRGPSHSSAFSMSPLSTAQAPLPNPRTAASIYEELLKHDTNIYCRMDHKAEVAS. Result: 1 (interaction). (2) The miRNA is mmu-miR-1898 with sequence AGGUCAAGGUUCACAGGGGAUC. The protein sequence of the target gene is MPAVSKGDGMRGLAVFISDIRNCKSKEAEIKRINKELANIRSKFKGDKALDGYSKKKYVCKLLFIFLLGHDIDFGHMEAVNLLSSNRYTEKQIGYLFISVLVNSNSELIRLINNAIKNDLASRNPTFMGLALHCIASVGSREMAEAFAGEIPKVLVAGDTMDSVKQSAALCLLRLYRTSPDLVPMGDWTSRVVHLLNDQHLGVVTAATSLITTLAQKNPEEFKTSVSLAVSRLSRIVTSASTDLQDYTYYFVPAPWLSVKLLRLLQCYPPPDPAVRGRLTECLETILNKAQEPPKSKKVQ.... Result: 0 (no interaction).